Task: Predict which catalyst facilitates the given reaction.. Dataset: Catalyst prediction with 721,799 reactions and 888 catalyst types from USPTO (1) Reactant: [F:1][C:2]1[C:11]2[C:6](=[CH:7][CH:8]=[CH:9][CH:10]=2)[C:5]([C@H:12]([NH2:14])[CH3:13])=[CH:4][CH:3]=1.[O:15]=[C:16]1[C:25]2[C:20](=[CH:21][CH:22]=[CH:23][CH:24]=2)[CH2:19][C@@H:18]([CH2:26][CH:27]=O)[CH2:17]1.C(O)(=O)C.C([BH3-])#N.[Na+].C([O-])(O)=O.[Na+]. Product: [F:1][C:2]1[C:11]2[C:6](=[CH:7][CH:8]=[CH:9][CH:10]=2)[C:5]([C@H:12]([NH:14][CH2:27][CH2:26][C@@H:18]2[CH2:19][C:20]3[C:25](=[CH:24][CH:23]=[CH:22][CH:21]=3)[C:16](=[O:15])[CH2:17]2)[CH3:13])=[CH:4][CH:3]=1. The catalyst class is: 24. (2) Reactant: Cl.O1CCOCC1.[CH2:8]([O:15][C:16]([NH:18][C@H:19]1[C@@H:24]([F:25])[CH2:23][CH2:22][N:21](C(OC(C)(C)C)=O)[CH2:20]1)=[O:17])[C:9]1[CH:14]=[CH:13][CH:12]=[CH:11][CH:10]=1. Product: [CH2:8]([O:15][C:16](=[O:17])[NH:18][C@H:19]1[C@@H:24]([F:25])[CH2:23][CH2:22][NH:21][CH2:20]1)[C:9]1[CH:14]=[CH:13][CH:12]=[CH:11][CH:10]=1. The catalyst class is: 2.